Predict which catalyst facilitates the given reaction. From a dataset of Catalyst prediction with 721,799 reactions and 888 catalyst types from USPTO. (1) Reactant: [Cl:1][C:2]1[CH:18]=[CH:17][CH:16]=[CH:15][C:3]=1[CH2:4][NH:5][C:6]([C:8]1([C:11](OC)=[O:12])[CH2:10][CH2:9]1)=[O:7].[BH4-].[Na+]. Product: [Cl:1][C:2]1[CH:18]=[CH:17][CH:16]=[CH:15][C:3]=1[CH2:4][NH:5][C:6]([C:8]1([CH2:11][OH:12])[CH2:9][CH2:10]1)=[O:7]. The catalyst class is: 36. (2) Reactant: Cl.[Cl:2][C:3]1[S:7][C:6]([NH2:8])=[N:5][CH:4]=1.[Cl:9][C:10]1[CH:11]=[CH:12][C:13]([O:19][CH3:20])=[C:14]([CH:18]=1)[C:15](O)=[O:16].Cl.C(N=C=NCCCN(C)C)C.O.ON1C2C=CC=CC=2N=N1. Product: [Cl:9][C:10]1[CH:11]=[CH:12][C:13]([O:19][CH3:20])=[C:14]([CH:18]=1)[C:15]([NH:8][C:6]1[S:7][C:3]([Cl:2])=[CH:4][N:5]=1)=[O:16]. The catalyst class is: 341. (3) Reactant: [N:1]1([C:15]([O:17][C:18]([CH3:21])([CH3:20])[CH3:19])=[O:16])[CH2:6][CH:5]([C:7]([O:9]C)=[O:8])[CH2:4][CH:3]([C:11]([O:13][CH3:14])=[O:12])[CH2:2]1.[OH-].[Na+]. Product: [C:18]([O:17][C:15]([N:1]1[CH2:2][CH:3]([C:11]([O:13][CH3:14])=[O:12])[CH2:4][CH:5]([C:7]([OH:9])=[O:8])[CH2:6]1)=[O:16])([CH3:21])([CH3:19])[CH3:20]. The catalyst class is: 5. (4) Reactant: [OH:1][CH:2]([CH2:19][CH2:20][CH2:21][CH2:22][CH2:23][CH2:24][C:25]1[CH:30]=[CH:29][CH:28]=[CH:27][CH:26]=1)[C:3]([NH:5][CH2:6][C:7]1[S:8][C:9]([C:12]2[CH:17]=[CH:16][C:15]([OH:18])=[CH:14][CH:13]=2)=[N:10][N:11]=1)=[O:4].Cl.Br[CH2:33][C:34]1[CH:39]=[CH:38][N:37]=[CH:36][CH:35]=1.C(=O)([O-])[O-].[K+].[K+]. Product: [OH:1][CH:2]([CH2:19][CH2:20][CH2:21][CH2:22][CH2:23][CH2:24][C:25]1[CH:26]=[CH:27][CH:28]=[CH:29][CH:30]=1)[C:3]([NH:5][CH2:6][C:7]1[S:8][C:9]([C:12]2[CH:17]=[CH:16][C:15]([O:18][CH2:33][C:34]3[CH:39]=[CH:38][N:37]=[CH:36][CH:35]=3)=[CH:14][CH:13]=2)=[N:10][N:11]=1)=[O:4]. The catalyst class is: 39. (5) Reactant: [Cl:1][C:2]1[CH:3]=[C:4]([C:9]2[S:10][CH:11]=[C:12]([C:15]([CH3:17])=O)[C:13]=2[OH:14])[CH:5]=[CH:6][C:7]=1[Cl:8].[N:18]1[CH:23]=[CH:22][C:21]([CH2:24][CH2:25][NH:26][C:27]([C:29]2[S:30][C:31]([C:34]([NH:36][NH2:37])=[O:35])=[CH:32][CH:33]=2)=[O:28])=[CH:20][CH:19]=1.O. Product: [N:18]1[CH:23]=[CH:22][C:21]([CH2:24][CH2:25][NH:26][C:27]([C:29]2[S:30][C:31]([C:34]([NH:36][N:37]=[C:15]([C:12]3[C:13]([OH:14])=[C:9]([C:4]4[CH:5]=[CH:6][C:7]([Cl:8])=[C:2]([Cl:1])[CH:3]=4)[S:10][CH:11]=3)[CH3:17])=[O:35])=[CH:32][CH:33]=2)=[O:28])=[CH:20][CH:19]=1. The catalyst class is: 9.